This data is from Catalyst prediction with 721,799 reactions and 888 catalyst types from USPTO. The task is: Predict which catalyst facilitates the given reaction. Product: [CH2:23]([O:22][C:20](=[O:21])[CH2:19][N:10]1[N:9]=[N:8][C:7]([C:5]2[S:6][C:2]([Br:1])=[N:3][N:4]=2)=[N:11]1)[CH3:24]. The catalyst class is: 3. Reactant: [Br:1][C:2]1[S:6][C:5]([C:7]2[NH:11][N:10]=[N:9][N:8]=2)=[N:4][N:3]=1.C([O-])([O-])=O.[Cs+].[Cs+].Br[CH2:19][C:20]([O:22][CH2:23][CH3:24])=[O:21].